Task: Predict the reactants needed to synthesize the given product.. Dataset: Full USPTO retrosynthesis dataset with 1.9M reactions from patents (1976-2016) (1) Given the product [CH:35]1([C:32]2[N:31]=[CH:30][C:29]([C:25]3[CH:24]=[C:23]([C:21]4[CH2:20][C:19](=[O:38])[NH:18][C:9]5[CH:10]=[C:11]([C:14]([F:16])([F:17])[F:15])[CH:12]=[CH:13][C:8]=5[N:7]=4)[CH:28]=[CH:27][CH:26]=3)=[CH:34][CH:33]=2)[CH2:36][CH2:37]1, predict the reactants needed to synthesize it. The reactants are: C(OC(=O)[NH:7][C:8]1[CH:13]=[CH:12][C:11]([C:14]([F:17])([F:16])[F:15])=[CH:10][C:9]=1[NH:18][C:19](=[O:38])[CH2:20][C:21]([C:23]1[CH:28]=[CH:27][CH:26]=[C:25]([C:29]2[CH:30]=[N:31][C:32]([CH:35]3[CH2:37][CH2:36]3)=[CH:33][CH:34]=2)[CH:24]=1)=O)(C)(C)C.C(O)(C(F)(F)F)=O. (2) Given the product [CH:1]1([C:4]([NH:6][C:7]2[S:8][C:9]3[CH:15]=[C:14]([O:16][S:17]([C:20]4[CH:25]=[CH:24][C:23]([NH:33][CH2:32][CH2:31][N:30]([CH:34]([CH3:36])[CH3:35])[CH:27]([CH3:29])[CH3:28])=[CH:22][CH:21]=4)(=[O:19])=[O:18])[CH:13]=[CH:12][C:10]=3[N:11]=2)=[O:5])[CH2:3][CH2:2]1, predict the reactants needed to synthesize it. The reactants are: [CH:1]1([C:4]([NH:6][C:7]2[S:8][C:9]3[CH:15]=[C:14]([O:16][S:17]([C:20]4[CH:25]=[CH:24][C:23](F)=[CH:22][CH:21]=4)(=[O:19])=[O:18])[CH:13]=[CH:12][C:10]=3[N:11]=2)=[O:5])[CH2:3][CH2:2]1.[CH:27]([N:30]([CH:34]([CH3:36])[CH3:35])[CH2:31][CH2:32][NH2:33])([CH3:29])[CH3:28]. (3) Given the product [C:1]([O:37][CH2:45][CH2:46][OH:47])(=[O:36])[CH2:2][CH2:3][CH2:4][CH2:5][CH2:6][CH2:7][CH2:8][CH2:9][CH2:10][CH2:11][CH2:12][CH2:13][CH2:14][CH2:15][CH2:16][CH2:17][CH2:18][CH2:19][CH2:20][CH2:21][CH2:22][CH2:23][CH2:24][CH2:25][CH2:26][CH2:27][CH2:28][CH2:29][CH2:30][CH2:31][CH2:32][CH2:33][CH2:34][CH3:35], predict the reactants needed to synthesize it. The reactants are: [C:1]([OH:37])(=[O:36])[CH2:2][CH2:3][CH2:4][CH2:5][CH2:6][CH2:7][CH2:8][CH2:9][CH2:10][CH2:11][CH2:12][CH2:13][CH2:14][CH2:15][CH2:16][CH2:17][CH2:18][CH2:19][CH2:20][CH2:21][CH2:22][CH2:23][CH2:24][CH2:25][CH2:26][CH2:27][CH2:28][CH2:29][CH2:30][CH2:31][CH2:32][CH2:33][CH2:34][CH3:35].C1(C)C=CC=CC=1.[CH2:45](O)[CH2:46][OH:47]. (4) Given the product [F:51][C:2]1([F:1])[C:6]2[N:7]([CH2:14][C:15]([NH:17][C@H:18]([C:28]3[C:33]([C:98]4[CH:97]=[CH:96][CH:95]=[C:94]5[C:99]=4[N:91]([CH3:90])[N:92]=[C:93]5[NH:109][S:110]([CH3:113])(=[O:111])=[O:112])=[CH:32][N:31]=[C:30]([C:44]#[C:45][C:46]([OH:49])([CH3:48])[CH3:47])[N:29]=3)[CH2:19][C:20]3[CH:25]=[C:24]([F:26])[CH:23]=[C:22]([F:27])[CH:21]=3)=[O:16])[N:8]=[C:9]([C:10]([F:11])([F:12])[F:13])[C:5]=2[C@H:4]2[CH2:50][C@@H:3]12, predict the reactants needed to synthesize it. The reactants are: [F:1][C:2]1([F:51])[C:6]2[N:7]([CH2:14][C:15]([NH:17][C@H:18]([C:28]3[C:33](C4C=CC(F)=C(C=4)C(N)=O)=[CH:32][N:31]=[C:30]([C:44]#[C:45][C:46]([OH:49])([CH3:48])[CH3:47])[N:29]=3)[CH2:19][C:20]3[CH:25]=[C:24]([F:26])[CH:23]=[C:22]([F:27])[CH:21]=3)=[O:16])[N:8]=[C:9]([C:10]([F:13])([F:12])[F:11])[C:5]=2[C@H:4]2[CH2:50][C@@H:3]12.BrC1C([C@@H](NC(=O)CN2C3C(F)(F)[C@@H]4C[C@@H]4C=3C(C(F)(F)F)=N2)CC2C=C(F)C=C(F)C=2)=NC(SC)=NC=1.[CH3:90][N:91]1[C:99]2[C:94](=[CH:95][CH:96]=[CH:97][C:98]=2B2OC(C)(C)C(C)(C)O2)[C:93]([NH:109][S:110]([CH3:113])(=[O:112])=[O:111])=[N:92]1. (5) Given the product [F:1][C:2]1[CH:3]=[C:4]([C:10]2[N:11]([C:20]3[CH:25]=[CH:24][C:23]([S:26]([CH3:29])(=[O:27])=[O:28])=[CH:22][CH:21]=3)[CH:12]=[C:13]([C:15]([F:18])([F:17])[F:16])[N:14]=2)[CH:5]=[CH:6][C:7]=1[O:8][CH3:9], predict the reactants needed to synthesize it. The reactants are: [F:1][C:2]1[CH:3]=[C:4]([C:10]2[N:11]([C:20]3[CH:25]=[CH:24][C:23]([S:26]([CH3:29])(=[O:28])=[O:27])=[CH:22][CH:21]=3)[CH2:12][C:13](O)([C:15]([F:18])([F:17])[F:16])[N:14]=2)[CH:5]=[CH:6][C:7]=1[O:8][CH3:9].O.C1(C)C=CC(S(O)(=O)=O)=CC=1. (6) Given the product [CH:10]([N:8]1[C:7](=[O:13])[CH:6]=[CH:5][C:4]([C:1](=[O:3])[CH:2]=[N:19][OH:18])=[N:9]1)([CH3:11])[CH3:12], predict the reactants needed to synthesize it. The reactants are: [C:1]([C:4]1[CH:5]=[CH:6][C:7](=[O:13])[N:8]([CH:10]([CH3:12])[CH3:11])[N:9]=1)(=[O:3])[CH3:2].C([O:18][N:19]=O)(C)(C)C.CC(C)([O-])C.Cl.